Dataset: Catalyst prediction with 721,799 reactions and 888 catalyst types from USPTO. Task: Predict which catalyst facilitates the given reaction. (1) Reactant: [CH2:1]([O:8][CH2:9][CH2:10][N:11]([CH2:29][CH2:30][O:31][Si:32]([C:35]([CH3:38])([CH3:37])[CH3:36])([CH3:34])[CH3:33])[C:12]1[C:17]([N+:18]([O-:20])=[O:19])=[C:16]([NH:21][CH:22]2[CH2:26][CH2:25][CH2:24][CH2:23]2)[N:15]=[C:14]([S:27][CH3:28])[N:13]=1)[C:2]1[CH:7]=[CH:6][CH:5]=[CH:4][CH:3]=1.[H-].[Na+].CI.[C:43](OCC)(=O)C. Product: [CH2:1]([O:8][CH2:9][CH2:10][N:11]([CH2:29][CH2:30][O:31][Si:32]([C:35]([CH3:38])([CH3:37])[CH3:36])([CH3:34])[CH3:33])[C:12]1[C:17]([N+:18]([O-:20])=[O:19])=[C:16]([N:21]([CH:22]2[CH2:26][CH2:25][CH2:24][CH2:23]2)[CH3:43])[N:15]=[C:14]([S:27][CH3:28])[N:13]=1)[C:2]1[CH:3]=[CH:4][CH:5]=[CH:6][CH:7]=1. The catalyst class is: 30. (2) Reactant: C(O)(C(F)(F)F)=O.[Br:8][C:9]1[CH:18]=[N:17][C:16]2[N:15]=[C:14]([N:19]3[CH2:22][CH:21]([N:23](C)[C:24](=O)OC(C)(C)C)[CH2:20]3)[N:13]3[N:32]=[CH:33][CH:34]=[C:12]3[C:11]=2[CH:10]=1. Product: [Br:8][C:9]1[CH:18]=[N:17][C:16]2[N:15]=[C:14]([N:19]3[CH2:22][CH:21]([NH:23][CH3:24])[CH2:20]3)[N:13]3[N:32]=[CH:33][CH:34]=[C:12]3[C:11]=2[CH:10]=1. The catalyst class is: 2. (3) Reactant: C[O:2][C:3]([C:5]1[N:6]=[N:7][C:8]([C:15]([N:17]2[CH2:22][CH2:21][CH2:20][CH2:19][CH2:18]2)=[O:16])=[CH:9][C:10]=1[CH2:11][CH:12]([CH3:14])[CH3:13])=O.O.[NH2:24][NH2:25]. Product: [CH2:11]([C:10]1[CH:9]=[C:8]([C:15]([N:17]2[CH2:22][CH2:21][CH2:20][CH2:19][CH2:18]2)=[O:16])[N:7]=[N:6][C:5]=1[C:3]([NH:24][NH2:25])=[O:2])[CH:12]([CH3:14])[CH3:13]. The catalyst class is: 8. (4) The catalyst class is: 21. Reactant: [Cl-].[CH2:2]([N+:18]1[CH:22]=[CH:21][N:20]([CH3:23])[CH:19]=1)[CH2:3][CH2:4][CH2:5][CH2:6][CH2:7][CH2:8][CH2:9][CH2:10][CH2:11][CH2:12][CH2:13][CH2:14][CH2:15][CH2:16][CH3:17].[F:24][C:25]([F:33])([S:29]([O-:32])(=[O:31])=[O:30])[CH:26]([F:28])[F:27].[K+]. Product: [F:24][C:25]([F:33])([S:29]([O-:32])(=[O:31])=[O:30])[CH:26]([F:28])[F:27].[CH2:2]([N+:18]1[CH:22]=[CH:21][N:20]([CH3:23])[CH:19]=1)[CH2:3][CH2:4][CH2:5][CH2:6][CH2:7][CH2:8][CH2:9][CH2:10][CH2:11][CH2:12][CH2:13][CH2:14][CH2:15][CH2:16][CH3:17]. (5) Reactant: [C:1]([C:5]1[CH:10]=[CH:9][C:8]([N:11]2[C:15](=[O:16])[C:14](=[C:17]([NH:19][NH:20][C:21](=[O:32])[C:22]3[CH:27]=[CH:26][C:25]([C:28]([O:30]C)=[O:29])=[CH:24][CH:23]=3)[CH3:18])[C:13]([CH3:33])=[N:12]2)=[CH:7][CH:6]=1)([CH3:4])([CH3:3])[CH3:2].[OH-].[Na+].Cl. Product: [C:1]([C:5]1[CH:6]=[CH:7][C:8]([N:11]2[C:15](=[O:16])[C:14](=[C:17]([NH:19][NH:20][C:21](=[O:32])[C:22]3[CH:23]=[CH:24][C:25]([C:28]([OH:30])=[O:29])=[CH:26][CH:27]=3)[CH3:18])[C:13]([CH3:33])=[N:12]2)=[CH:9][CH:10]=1)([CH3:2])([CH3:3])[CH3:4]. The catalyst class is: 5. (6) Reactant: Cl[CH2:2][C:3]1[CH:4]=[N:5][C:6]([C:9]2[CH:14]=[CH:13][C:12]([S:15]([CH3:18])(=[O:17])=[O:16])=[CH:11][CH:10]=2)=[N:7][CH:8]=1.[NH2:19][CH:20]1[CH2:25][CH2:24][N:23]([C:26]([O:28][C:29]([CH3:32])([CH3:31])[CH3:30])=[O:27])[CH2:22][CH2:21]1.C(N(CC)C(C)C)(C)C. The catalyst class is: 23. Product: [CH3:18][S:15]([C:12]1[CH:13]=[CH:14][C:9]([C:6]2[N:5]=[CH:4][C:3]([CH2:2][NH:19][CH:20]3[CH2:21][CH2:22][N:23]([C:26]([O:28][C:29]([CH3:32])([CH3:31])[CH3:30])=[O:27])[CH2:24][CH2:25]3)=[CH:8][N:7]=2)=[CH:10][CH:11]=1)(=[O:17])=[O:16]. (7) Reactant: [C:1]([NH:4][CH2:5][C@@H:6]1[O:10][C:9](=[O:11])[N:8]([C:12]2[CH:17]=[CH:16][C:15]([C:18]3[CH:19]=[CH:20][C:21]([N:24]4[CH2:29][CH2:28][N:27](C(OC(C)(C)C)=O)[CH2:26][CH2:25]4)=[N:22][CH:23]=3)=[C:14]([F:37])[CH:13]=2)[CH2:7]1)(=[O:3])[CH3:2]. Product: [F:37][C:14]1[CH:13]=[C:12]([N:8]2[CH2:7][C@H:6]([CH2:5][NH:4][C:1](=[O:3])[CH3:2])[O:10][C:9]2=[O:11])[CH:17]=[CH:16][C:15]=1[C:18]1[CH:23]=[N:22][C:21]([N:24]2[CH2:29][CH2:28][NH:27][CH2:26][CH2:25]2)=[CH:20][CH:19]=1. The catalyst class is: 557. (8) Reactant: [F:1][C:2]1[CH:7]=[CH:6][C:5]([F:8])=[CH:4][C:3]=1[C:9](=[O:21])[CH2:10][CH2:11][CH2:12][NH:13][C:14](=[O:20])[O:15][C:16]([CH3:19])(C)C.Br[C:23]1C=C(F)C=C[C:24]=1F.C([Mg]Cl)(C)C.O=C1CCCN1C(OC(C)(C)C)=O. Product: [F:1][C:2]1[CH:7]=[CH:6][C:5]([F:8])=[CH:4][C:3]=1[C:9](=[O:21])[CH2:10][CH2:11][CH2:12][NH:13][C:14](=[O:20])[O:15][CH2:16][CH2:19][CH2:23][CH3:24]. The catalyst class is: 1. (9) Reactant: Cl.[Cl:2][C:3]1[CH:8]=[CH:7][C:6]([S:9]([CH:12]2[CH2:14][CH2:13]2)(=[O:11])=[O:10])=[C:5]([N+:15]([O-])=O)[CH:4]=1. Product: [Cl:2][C:3]1[CH:8]=[CH:7][C:6]([S:9]([CH:12]2[CH2:14][CH2:13]2)(=[O:11])=[O:10])=[C:5]([CH:4]=1)[NH2:15]. The catalyst class is: 314. (10) Reactant: C([O:4][C@@H:5]1[C@H:9]([O:10]C(=O)C)[C@@H:8]([CH2:14][O:15]C(=O)C)[O:7][C@H:6]1[N:19]1[CH:27]=[N:26][C:25]2[C:20]1=[N:21][C:22]([C:43]([O:45][CH3:46])=[O:44])=[N:23][C:24]=2[NH:28][CH2:29][CH:30]([C:37]1[CH:42]=[CH:41][CH:40]=[CH:39][CH:38]=1)[C:31]1[CH:36]=[CH:35][CH:34]=[CH:33][CH:32]=1)(=O)C.C(=O)([O-])[O-].[Na+].[Na+]. Product: [OH:4][C@@H:5]1[C@H:9]([OH:10])[C@@H:8]([CH2:14][OH:15])[O:7][C@H:6]1[N:19]1[CH:27]=[N:26][C:25]2[C:20]1=[N:21][C:22]([C:43]([O:45][CH3:46])=[O:44])=[N:23][C:24]=2[NH:28][CH2:29][CH:30]([C:31]1[CH:36]=[CH:35][CH:34]=[CH:33][CH:32]=1)[C:37]1[CH:42]=[CH:41][CH:40]=[CH:39][CH:38]=1. The catalyst class is: 5.